This data is from Forward reaction prediction with 1.9M reactions from USPTO patents (1976-2016). The task is: Predict the product of the given reaction. (1) Given the reactants CC1C=CC(S(O[CH2:12][C@@H:13]2[C@@H:20]3[C@@H:16]([O:17][C:18]([CH3:22])([CH3:21])[O:19]3)[C@H:15]([N:23]3[CH:31]=[N:30][C:29]4[C:24]3=[N:25][CH:26]=[N:27][C:28]=4[N:32]([CH3:34])[CH3:33])[O:14]2)(=O)=O)=CC=1, predict the reaction product. The product is: [CH:29]([NH:30][CH2:12][C@@H:13]1[C@H:20]2[O:19][C:18]([CH3:21])([CH3:22])[O:17][C@H:16]2[C@H:15]([N:23]2[CH:31]=[N:30][C:29]3[C:24]2=[N:25][CH:26]=[N:27][C:28]=3[N:32]([CH3:34])[CH3:33])[O:14]1)([CH3:24])[CH3:28]. (2) Given the reactants FC(F)(F)C([NH:5][CH:6]1[CH2:14][C:13]2[C:8](=[CH:9][CH:10]=[C:11]([NH:15][C:16]3[N:21]=[C:20]([C:22]4[C:23]([C:31]5[CH:36]=[CH:35][CH:34]=[C:33]([NH:37][C:38](=[O:45])[CH2:39][C:40]6[S:41][CH:42]=[CH:43][CH:44]=6)[CH:32]=5)=[N:24][N:25]5[CH:30]=[CH:29][CH:28]=[CH:27][C:26]=45)[CH:19]=[CH:18][N:17]=3)[CH:12]=2)[CH2:7]1)=O.[Li+].[OH-], predict the reaction product. The product is: [NH2:5][CH:6]1[CH2:14][C:13]2[C:8](=[CH:9][CH:10]=[C:11]([NH:15][C:16]3[N:21]=[C:20]([C:22]4[C:23]([C:31]5[CH:32]=[C:33]([NH:37][C:38](=[O:45])[CH2:39][C:40]6[S:41][CH:42]=[CH:43][CH:44]=6)[CH:34]=[CH:35][CH:36]=5)=[N:24][N:25]5[CH:30]=[CH:29][CH:28]=[CH:27][C:26]=45)[CH:19]=[CH:18][N:17]=3)[CH:12]=2)[CH2:7]1. (3) Given the reactants [ClH:1].Cl.[NH2:3][C@@H:4]1[CH2:6][C@H:5]1[C:7]1[CH:8]=[C:9]([CH:19]=[CH:20][CH:21]=1)[C:10]([NH:12][C:13]1[CH:14]=[N:15][N:16]([CH3:18])[CH:17]=1)=[O:11].[F:22][C:23]([F:33])([F:32])[CH2:24][N:25]1[CH2:30][CH2:29][C:28](=O)[CH2:27][CH2:26]1.C(=O)([O-])O.[Na+], predict the reaction product. The product is: [ClH:1].[ClH:1].[ClH:1].[CH3:18][N:16]1[CH:17]=[C:13]([NH:12][C:10](=[O:11])[C:9]2[CH:19]=[CH:20][CH:21]=[C:7]([C@@H:5]3[CH2:6][C@H:4]3[NH:3][CH:28]3[CH2:27][CH2:26][N:25]([CH2:24][C:23]([F:33])([F:22])[F:32])[CH2:30][CH2:29]3)[CH:8]=2)[CH:14]=[N:15]1.